Dataset: Full USPTO retrosynthesis dataset with 1.9M reactions from patents (1976-2016). Task: Predict the reactants needed to synthesize the given product. (1) Given the product [Br:1][C:2]1[CH:18]=[C:17](/[CH:19]=[CH:20]/[CH:21]([C:26]2[CH:31]=[C:30]([Cl:32])[C:29]([Cl:33])=[C:28]([Cl:34])[CH:27]=2)[C:22]([F:24])([F:25])[F:23])[CH:16]=[CH:15][C:3]=1[C:4]([NH:6][CH2:7][C:8]([OH:10])=[O:9])=[O:5], predict the reactants needed to synthesize it. The reactants are: [Br:1][C:2]1[CH:18]=[C:17](/[CH:19]=[CH:20]/[CH:21]([C:26]2[CH:31]=[C:30]([Cl:32])[C:29]([Cl:33])=[C:28]([Cl:34])[CH:27]=2)[C:22]([F:25])([F:24])[F:23])[CH:16]=[CH:15][C:3]=1[C:4]([NH:6][CH2:7][C:8]([O:10]C(C)(C)C)=[O:9])=[O:5].C(O)(C(F)(F)F)=O. (2) Given the product [O:29]1[C:30]2=[N:31][CH:32]=[CH:33][CH:34]=[C:35]2[C:27]([C:3]2[CH:4]=[C:5]3[CH2:11][C@:10]4([CH:16]5[CH2:17][CH2:18][N:13]([CH2:14][CH2:15]5)[CH2:12]4)[O:9][C:6]3=[N:7][CH:8]=2)=[CH:28]1, predict the reactants needed to synthesize it. The reactants are: C[Sn](C)(C)[C:3]1[CH:4]=[C:5]2[CH2:11][C@:10]3([CH:16]4[CH2:17][CH2:18][N:13]([CH2:14][CH2:15]4)[CH2:12]3)[O:9][C:6]2=[N:7][CH:8]=1.FC(F)(F)S(O[C:27]1[C:35]2[C:30](=[N:31][CH:32]=[CH:33][CH:34]=2)[O:29][CH:28]=1)(=O)=O. (3) The reactants are: [C:1]([C:5]1[N:6]=[C:7]([N:22]2[CH2:27][CH2:26]O[CH2:24][CH2:23]2)[C:8]2[N:13]=[N:12][N:11]([CH2:14][C:15]3[CH:20]=[CH:19][CH:18]=[CH:17][C:16]=3[Cl:21])[C:9]=2[N:10]=1)([CH3:4])([CH3:3])[CH3:2].C(C1N=C(Cl)C2N=NN(CC3C=CC=CC=3Cl)C=2N=1)(C)(C)C.N1CCCC1. Given the product [C:1]([C:5]1[N:6]=[C:7]([N:22]2[CH2:27][CH2:26][CH2:24][CH2:23]2)[C:8]2[N:13]=[N:12][N:11]([CH2:14][C:15]3[CH:20]=[CH:19][CH:18]=[CH:17][C:16]=3[Cl:21])[C:9]=2[N:10]=1)([CH3:4])([CH3:3])[CH3:2], predict the reactants needed to synthesize it. (4) Given the product [Br:1][C:2]1[CH:3]=[C:4]([NH:18][S:19]([CH3:22])(=[O:21])=[O:20])[CH:5]=[C:6]([C:8]([C:10]2[CH:15]=[C:14]([CH3:16])[N:13]=[C:12]([O:24][CH3:23])[CH:11]=2)=[O:9])[CH:7]=1, predict the reactants needed to synthesize it. The reactants are: [Br:1][C:2]1[CH:3]=[C:4]([NH:18][S:19]([CH3:22])(=[O:21])=[O:20])[CH:5]=[C:6]([C:8]([C:10]2[CH:15]=[C:14]([CH3:16])[N:13]=[C:12](Cl)[CH:11]=2)=[O:9])[CH:7]=1.[CH3:23][O-:24].[Na+].Cl. (5) Given the product [Cl:1][C:2]1[S:6][C:5]([C:7]([O:9][CH3:17])=[O:8])=[CH:4][C:3]=1[N+:10]([O-:12])=[O:11], predict the reactants needed to synthesize it. The reactants are: [Cl:1][C:2]1[S:6][C:5]([C:7]([OH:9])=[O:8])=[CH:4][C:3]=1[N+:10]([O-:12])=[O:11].O=S(Cl)Cl.[CH3:17]O.